From a dataset of Forward reaction prediction with 1.9M reactions from USPTO patents (1976-2016). Predict the product of the given reaction. (1) Given the reactants [CH3:1][O:2][P:3]([CH:7]([C:9]1C=CC=CC=1)O)([O:5][CH3:6])=[O:4].C(N([CH2:20][CH3:21])CC)C.[CH2:22]([O:24][C:25](=[O:30])[C:26]([CH2:28]Cl)=[CH2:27])[CH3:23].Cl.C(N(CC)CC)C.C1[CH2:43][O:42][CH2:41][CH2:40]1, predict the reaction product. The product is: [CH2:22]([O:24][C:25](=[O:30])[C:26](=[CH2:27])[CH2:28][CH2:9][CH:7]([P:3]([O:2][CH3:1])([O:5][CH3:6])=[O:4])[C:21]1[CH:20]=[CH:43][O:42][CH2:41][CH:40]=1)[CH3:23]. (2) Given the reactants FC(C)(C)C(=O)C.C(O[CH:11](OCC)[CH2:12][C:13](=O)[C:14]([F:17])([CH3:16])[CH3:15])C.S(O)(O)(=O)=O.[NH2:27][C:28]1[NH:29][CH:30]=[CH:31][N:32]=1.[NH2:27][C:28]1[NH:29][CH:30]=[CH:31][N:32]=1, predict the reaction product. The product is: [F:17][C:14]([C:13]1[CH:12]=[CH:11][N:29]2[CH:30]=[CH:31][N:32]=[C:28]2[N:27]=1)([CH3:15])[CH3:16]. (3) Given the reactants [CH2:1]([O:3][C:4](=[O:15])[C:5]1[CH:10]=[C:9]([CH3:11])[CH:8]=[CH:7][C:6]=1[N+:12]([O-:14])=[O:13])[CH3:2].BrN1C(=O)CCC1=O.C(OOC(=O)C1C=CC=CC=1)(=O)C1C=CC=CC=1.[NH:42]1[CH2:47][CH2:46][O:45][CH2:44][CH2:43]1.C(N(CC)CC)C, predict the reaction product. The product is: [CH2:1]([O:3][C:4](=[O:15])[C:5]1[CH:10]=[C:9]([CH2:11][N:42]2[CH2:47][CH2:46][O:45][CH2:44][CH2:43]2)[CH:8]=[CH:7][C:6]=1[N+:12]([O-:14])=[O:13])[CH3:2]. (4) Given the reactants I[C:2]1[CH:28]=[CH:27][C:5]2[N:6]([CH2:9][C:10]3[CH:26]=[CH:25][C:13]4[N:14]=[C:15]([NH:17][C@@H:18]5[CH2:23][CH2:22][CH2:21][CH2:20][C@H:19]5[OH:24])[S:16][C:12]=4[CH:11]=3)[CH:7]=[N:8][C:4]=2[CH:3]=1.[NH:29]1[CH:33]=[CH:32][C:31](B(O)O)=[N:30]1.C([O-])(O)=O.[Na+].O, predict the reaction product. The product is: [NH:29]1[CH:33]=[CH:32][C:31]([C:2]2[CH:28]=[CH:27][C:5]3[N:6]([CH2:9][C:10]4[CH:26]=[CH:25][C:13]5[N:14]=[C:15]([NH:17][C@@H:18]6[CH2:23][CH2:22][CH2:21][CH2:20][C@H:19]6[OH:24])[S:16][C:12]=5[CH:11]=4)[CH:7]=[N:8][C:4]=3[CH:3]=2)=[N:30]1. (5) Given the reactants [C:1]([O:9][C@H:10]1[CH2:15][C@@H:14](O)[CH2:13][N:12]([C:17]([O:19][CH2:20][C:21]2[CH:26]=[CH:25][CH:24]=[CH:23][CH:22]=2)=[O:18])[CH2:11]1)(=[O:8])[C:2]1[CH:7]=[CH:6][CH:5]=[CH:4][CH:3]=1.C(N(CC)CC)C.CS(Cl)(=O)=O.[N-:39]=[N+:40]=[N-:41].[Na+], predict the reaction product. The product is: [N:39]([C@H:14]1[CH2:15][C@H:10]([O:9][C:1](=[O:8])[C:2]2[CH:7]=[CH:6][CH:5]=[CH:4][CH:3]=2)[CH2:11][N:12]([C:17]([O:19][CH2:20][C:21]2[CH:26]=[CH:25][CH:24]=[CH:23][CH:22]=2)=[O:18])[CH2:13]1)=[N+:40]=[N-:41]. (6) Given the reactants [H-].[H-].[H-].[H-].[Li+].[Al+3].[NH2:7][C@:8]1([C:30](OC)=[O:31])[CH2:12][CH2:11][C@@H:10]([C:13]2[CH:18]=[CH:17][C:16]([C:19]#[C:20][CH2:21][O:22][CH2:23][C:24]3[CH:29]=[CH:28][CH:27]=[CH:26][CH:25]=3)=[CH:15][CH:14]=2)[CH2:9]1.[OH-].[Na+].[O-]S([O-])(=O)=O.[Na+].[Na+], predict the reaction product. The product is: [NH2:7][C@:8]1([CH2:30][OH:31])[CH2:12][CH2:11][C@@H:10]([C:13]2[CH:18]=[CH:17][C:16]([C:19]#[C:20][CH2:21][O:22][CH2:23][C:24]3[CH:25]=[CH:26][CH:27]=[CH:28][CH:29]=3)=[CH:15][CH:14]=2)[CH2:9]1. (7) Given the reactants C(Cl)Cl.[CH3:4][N:5]1[C:13]2[C:8](=[CH:9][CH:10]=[CH:11][CH:12]=2)[C:7]([C:14]2[C:19](=[O:20])[N:18]([CH3:21])[C:16](=[O:17])[C:15]=2Br)=[CH:6]1.ClS(O)(=O)=O.CC(C)C(N)=O.[CH3:34][CH2:35][CH2:36][CH2:37][CH2:38][CH3:39], predict the reaction product. The product is: [CH3:4][N:5]1[C:13]2[C:8](=[CH:9][CH:10]=[CH:11][CH:12]=2)[C:7]([C:14]2[C:19](=[O:20])[N:18]([CH3:21])[C:16](=[O:17])[C:15]=2[C:36]2[CH:35]=[CH:34][CH:39]=[CH:38][CH:37]=2)=[CH:6]1. (8) Given the reactants [C:1]1([C:7]2[CH:11]=[C:10]([C:12]([NH:14][CH2:15][CH2:16][CH2:17][CH2:18][C:19]([OH:21])=O)=[O:13])[O:9][N:8]=2)[CH:6]=[CH:5][CH:4]=[CH:3][CH:2]=1.Cl.[NH:23]1[CH2:26][CH2:25][CH2:24]1.CCN(C(C)C)C(C)C, predict the reaction product. The product is: [N:23]1([C:19](=[O:21])[CH2:18][CH2:17][CH2:16][CH2:15][NH:14][C:12]([C:10]2[O:9][N:8]=[C:7]([C:1]3[CH:2]=[CH:3][CH:4]=[CH:5][CH:6]=3)[CH:11]=2)=[O:13])[CH2:26][CH2:25][CH2:24]1. (9) Given the reactants [O:1]=[C:2]1[NH:11][C:10]2[N:9]=[C:8]([O:12][CH2:13][CH2:14][CH2:15][CH:16]=O)[CH:7]=[CH:6][C:5]=2[CH:4]=[CH:3]1.[CH2:18]1[C:27]2[C:22](=[CH:23][CH:24]=[CH:25][CH:26]=2)[CH2:21][CH2:20][NH:19]1.C(O)(=O)C.C(O[BH-](OC(=O)C)OC(=O)C)(=O)C.[Na+], predict the reaction product. The product is: [CH2:18]1[C:27]2[C:22](=[CH:23][CH:24]=[CH:25][CH:26]=2)[CH2:21][CH2:20][N:19]1[CH2:16][CH2:15][CH2:14][CH2:13][O:12][C:8]1[N:9]=[C:10]2[C:5]([CH:4]=[CH:3][C:2](=[O:1])[NH:11]2)=[CH:6][CH:7]=1. (10) Given the reactants [CH2:1]([NH2:6])[CH2:2][CH2:3][CH2:4][CH3:5].C([O:9][C:10]([C:12]1[N:13]=[C:14]2[CH:19]=[CH:18][C:17]([N:20]3[CH2:25][CH2:24][N:23]([C:26](=[O:38])[C:27]4[CH:32]=[C:31]([F:33])[CH:30]=[CH:29][C:28]=4[C:34]([F:37])([F:36])[F:35])[CH2:22][CH2:21]3)=[N:16][N:15]2[CH:39]=1)=O)C, predict the reaction product. The product is: [CH2:1]([NH:6][C:10]([C:12]1[N:13]=[C:14]2[CH:19]=[CH:18][C:17]([N:20]3[CH2:25][CH2:24][N:23]([C:26](=[O:38])[C:27]4[CH:32]=[C:31]([F:33])[CH:30]=[CH:29][C:28]=4[C:34]([F:35])([F:37])[F:36])[CH2:22][CH2:21]3)=[N:16][N:15]2[CH:39]=1)=[O:9])[CH2:2][CH2:3][CH2:4][CH3:5].